This data is from Forward reaction prediction with 1.9M reactions from USPTO patents (1976-2016). The task is: Predict the product of the given reaction. (1) Given the reactants S([O-])([O-])(=O)=O.[Na+].[Na+].Cl[C:9](Cl)(Cl)[CH:10]([OH:12])O.[S:15]1[CH2:21][CH2:20][CH2:19][NH:18][C:17]2[CH:22]=[CH:23][CH:24]=[CH:25][C:16]1=2.Cl.NO.Cl.[OH2:30], predict the reaction product. The product is: [CH2:19]1[N:18]2[C:17]3[C:16](=[CH:25][C:10](=[O:12])[C:9](=[O:30])[C:22]=3[CH:23]=[CH:24]2)[S:15][CH2:21][CH2:20]1. (2) Given the reactants C(O)C.Cl[CH2:5][CH2:6][CH2:7][CH2:8][CH2:9][O:10][C:11]1[CH:16]=[CH:15][C:14]([CH3:17])=[C:13]([S:18][CH2:19][C:20]([F:23])([F:22])[F:21])[CH:12]=1.[S-:24][C:25]#[N:26].[K+].[I-].[K+], predict the reaction product. The product is: [S:24]([CH2:5][CH2:6][CH2:7][CH2:8][CH2:9][O:10][C:11]1[CH:16]=[CH:15][C:14]([CH3:17])=[C:13]([S:18][CH2:19][C:20]([F:23])([F:22])[F:21])[CH:12]=1)[C:25]#[N:26]. (3) Given the reactants C(OP([CH2:9][C:10]([O:12][C:13]([CH3:16])([CH3:15])[CH3:14])=[O:11])(OCC)=O)C.[H-].[Na+].[F:19][C:20]1[CH:27]=[CH:26][C:23]([CH:24]=O)=[CH:22][C:21]=1[N+:28]([O-:30])=[O:29].[Cl-].[Na+], predict the reaction product. The product is: [F:19][C:20]1[CH:27]=[CH:26][C:23](/[CH:24]=[CH:9]/[C:10]([O:12][C:13]([CH3:14])([CH3:15])[CH3:16])=[O:11])=[CH:22][C:21]=1[N+:28]([O-:30])=[O:29]. (4) Given the reactants S1[C:10]2[C:5](=[CH:6][CH:7]=[CH:8][CH:9]=2)[CH:4]([N:11]2[CH:15]=[CH:14][N:13]=[CH:12]2)[CH2:3][CH2:2]1.O[O:17][S:18]([O-:20])=O.[K+], predict the reaction product. The product is: [O:17]=[S:18]1(=[O:20])[C:10]2[C:5](=[CH:6][CH:7]=[CH:8][CH:9]=2)[CH:4]([N:11]2[CH:15]=[CH:14][N:13]=[CH:12]2)[CH2:3][CH2:2]1. (5) Given the reactants [CH3:1][O:2][C:3]1[CH:4]=[C:5]([CH2:11][CH2:12][NH:13][C:14](=[O:23])[CH2:15][C:16]2[CH:21]=[CH:20][C:19]([CH3:22])=[CH:18][CH:17]=2)[CH:6]=[CH:7][C:8]=1[O:9][CH3:10].C(O[CH:29](N(C)C)[N:30]([CH3:32])[CH3:31])(C)(C)C.CN(C)C=O, predict the reaction product. The product is: [CH3:1][O:2][C:3]1[CH:4]=[C:5]([CH2:11][CH2:12][NH:13][C:14](=[O:23])[C:15]([C:16]2[CH:21]=[CH:20][C:19]([CH3:22])=[CH:18][CH:17]=2)=[CH:29][N:30]([CH3:32])[CH3:31])[CH:6]=[CH:7][C:8]=1[O:9][CH3:10]. (6) The product is: [ClH:47].[CH3:1][C:2]1[C:10]2[C:5]([NH:6][CH:7]=[N:8][C:9]=2[N:11]2[CH2:16][CH2:15][CH:14]([NH:17][C:30](=[O:31])[C:29]3[CH:33]=[CH:34][CH:35]=[C:27]([O:26][CH2:25][CH2:24][N:18]4[CH2:19][CH2:20][O:21][CH2:22][CH2:23]4)[CH:28]=3)[CH2:13][CH2:12]2)=[N:4][CH:3]=1. Given the reactants [CH3:1][C:2]1[C:10]2[C:5]([NH:6][CH:7]=[N:8][C:9]=2[N:11]2[CH2:16][CH2:15][CH:14]([NH2:17])[CH2:13][CH2:12]2)=[N:4][CH:3]=1.[N:18]1([CH2:24][CH2:25][O:26][C:27]2[CH:28]=[C:29]([CH:33]=[CH:34][CH:35]=2)[C:30](O)=[O:31])[CH2:23][CH2:22][O:21][CH2:20][CH2:19]1.CCN(C(C)C)C(C)C.C(Cl)C[Cl:47].C1C=CC2N(O)N=NC=2C=1, predict the reaction product.